The task is: Regression. Given two drug SMILES strings and cell line genomic features, predict the synergy score measuring deviation from expected non-interaction effect.. This data is from NCI-60 drug combinations with 297,098 pairs across 59 cell lines. (1) Drug 1: CC1=C(C(CCC1)(C)C)C=CC(=CC=CC(=CC(=O)O)C)C. Drug 2: CC1=C2C(C(=O)C3(C(CC4C(C3C(C(C2(C)C)(CC1OC(=O)C(C(C5=CC=CC=C5)NC(=O)OC(C)(C)C)O)O)OC(=O)C6=CC=CC=C6)(CO4)OC(=O)C)O)C)O. Cell line: BT-549. Synergy scores: CSS=20.1, Synergy_ZIP=11.8, Synergy_Bliss=15.3, Synergy_Loewe=10.9, Synergy_HSA=14.4. (2) Synergy scores: CSS=42.9, Synergy_ZIP=-0.292, Synergy_Bliss=1.65, Synergy_Loewe=-7.61, Synergy_HSA=2.44. Drug 2: CC1=C(C(=O)C2=C(C1=O)N3CC4C(C3(C2COC(=O)N)OC)N4)N. Drug 1: C1C(C(OC1N2C=C(C(=O)NC2=O)F)CO)O. Cell line: NCIH23.